This data is from hERG potassium channel inhibition data for cardiac toxicity prediction from Karim et al.. The task is: Regression/Classification. Given a drug SMILES string, predict its toxicity properties. Task type varies by dataset: regression for continuous values (e.g., LD50, hERG inhibition percentage) or binary classification for toxic/non-toxic outcomes (e.g., AMES mutagenicity, cardiotoxicity, hepatotoxicity). Dataset: herg_karim. (1) The drug is CN1CCN(c2cnc3cc(C(F)(F)F)cc(NCc4ccc5cccnc5c4)c3c2)CC1. The result is 0 (non-blocker). (2) The result is 1 (blocker). The molecule is CC(C)[C@]1(C(=O)NCc2cc(C(F)(F)F)cc(C(F)(F)F)c2)CC[C@@H](N2CCC(c3cccnc3)CC2)C1. (3) The compound is CNS(=O)(=O)Cc1ccc2[nH]cc(CCN(C)C)c2c1. The result is 0 (non-blocker). (4) The drug is Cn1c(SCCCN2CC3CCN(c4ccc(C(F)(F)F)cc4)C3C2)nnc1C1CCCC1. The result is 1 (blocker). (5) The compound is O=C(Cc1cc(Cl)cc(Cl)c1)N[C@@H]1N=C(c2ccccc2)c2ccccc2N(CC(F)(F)F)C1=O. The result is 1 (blocker). (6) The molecule is N/C1=N/C(=O)[C@@H]2CCCN2c2ccc(cc2)OC/C=C\CCNCC(=O)Nc2c(Cl)cc(cc2Cl)CN1. The result is 0 (non-blocker). (7) The drug is CCN(C(=O)Cc1ccc(S(C)(=O)=O)cc1)C1CCN(CCC(c2ccccc2)N2CCN(S(C)(=O)=O)CC2)CC1. The result is 0 (non-blocker). (8) The compound is Cn1cc(-c2ccc3ncc(Cc4ccc5ncccc5c4)n3n2)cn1. The result is 0 (non-blocker). (9) The compound is C[C@](O)(COc1ccc(F)cc1)C(=O)N1CCc2c(C#N)cccc21. The result is 0 (non-blocker). (10) The compound is Cc1ncoc1-c1nnc(SCCCN2[C@H]3CC[C@@H]2C[C@H](c2ccc(C(C)(C)C)cc2)C3)n1C. The result is 1 (blocker).